This data is from NCI-60 drug combinations with 297,098 pairs across 59 cell lines. The task is: Regression. Given two drug SMILES strings and cell line genomic features, predict the synergy score measuring deviation from expected non-interaction effect. (1) Drug 1: C1=NC2=C(N=C(N=C2N1C3C(C(C(O3)CO)O)O)F)N. Drug 2: COCCOC1=C(C=C2C(=C1)C(=NC=N2)NC3=CC=CC(=C3)C#C)OCCOC.Cl. Cell line: SK-MEL-5. Synergy scores: CSS=30.5, Synergy_ZIP=-5.55, Synergy_Bliss=-4.33, Synergy_Loewe=-0.311, Synergy_HSA=-0.129. (2) Drug 1: C1=CC(=C2C(=C1NCCNCCO)C(=O)C3=C(C=CC(=C3C2=O)O)O)NCCNCCO. Drug 2: CC1=C(C=C(C=C1)NC(=O)C2=CC=C(C=C2)CN3CCN(CC3)C)NC4=NC=CC(=N4)C5=CN=CC=C5. Cell line: OVCAR-8. Synergy scores: CSS=50.2, Synergy_ZIP=8.22, Synergy_Bliss=7.75, Synergy_Loewe=-23.7, Synergy_HSA=6.98. (3) Drug 1: COC1=NC(=NC2=C1N=CN2C3C(C(C(O3)CO)O)O)N. Drug 2: C1=CC=C(C(=C1)C(C2=CC=C(C=C2)Cl)C(Cl)Cl)Cl. Cell line: SF-268. Synergy scores: CSS=29.2, Synergy_ZIP=-8.39, Synergy_Bliss=-1.73, Synergy_Loewe=-22.5, Synergy_HSA=-2.18. (4) Drug 1: C1CN1P(=S)(N2CC2)N3CC3. Drug 2: CCC1(CC2CC(C3=C(CCN(C2)C1)C4=CC=CC=C4N3)(C5=C(C=C6C(=C5)C78CCN9C7C(C=CC9)(C(C(C8N6C)(C(=O)OC)O)OC(=O)C)CC)OC)C(=O)OC)O.OS(=O)(=O)O. Cell line: A498. Synergy scores: CSS=7.68, Synergy_ZIP=-3.13, Synergy_Bliss=-0.652, Synergy_Loewe=0.289, Synergy_HSA=-0.344. (5) Drug 1: CC12CCC(CC1=CCC3C2CCC4(C3CC=C4C5=CN=CC=C5)C)O. Drug 2: CC1OCC2C(O1)C(C(C(O2)OC3C4COC(=O)C4C(C5=CC6=C(C=C35)OCO6)C7=CC(=C(C(=C7)OC)O)OC)O)O. Cell line: NCI/ADR-RES. Synergy scores: CSS=0.697, Synergy_ZIP=-2.89, Synergy_Bliss=-5.05, Synergy_Loewe=-9.74, Synergy_HSA=-5.81.